From a dataset of Catalyst prediction with 721,799 reactions and 888 catalyst types from USPTO. Predict which catalyst facilitates the given reaction. (1) Reactant: [NH2:1][C:2]1[C:11]2[N:12]=[C:13]([CH2:20][CH3:21])[N:14]([CH2:15][C:16]([OH:19])([CH3:18])[CH3:17])[C:10]=2[C:9]2[CH:8]=[CH:7][C:6]([CH2:22][CH2:23][C:24]([OH:26])=O)=[CH:5][C:4]=2[N:3]=1.ON1C2C=CC=CC=2N=N1.CN(C)CCCN=C=NCC.[S:48]1[CH2:52][CH2:51][NH:50][CH2:49]1. Product: [NH2:1][C:2]1[C:11]2[N:12]=[C:13]([CH2:20][CH3:21])[N:14]([CH2:15][C:16]([CH3:17])([OH:19])[CH3:18])[C:10]=2[C:9]2[CH:8]=[CH:7][C:6]([CH2:22][CH2:23][C:24](=[O:26])[N:50]3[CH2:51][CH2:52][S:48][CH2:49]3)=[CH:5][C:4]=2[N:3]=1. The catalyst class is: 17. (2) Reactant: [CH2:1]([O:3][C:4](=[O:23])[CH2:5][N:6]([CH:20]1[CH2:22][CH2:21]1)[C:7](=[O:19])[C:8]1[CH:13]=[CH:12][C:11]([O:14][C:15]([F:18])([F:17])[F:16])=[CH:10][CH:9]=1)[CH3:2].[C:24](OC(=O)C)(=[O:26])[CH3:25]. Product: [CH2:1]([O:3][C:4](=[O:23])[CH:5]([N:6]([CH:20]1[CH2:22][CH2:21]1)[C:7](=[O:19])[C:8]1[CH:9]=[CH:10][C:11]([O:14][C:15]([F:16])([F:17])[F:18])=[CH:12][CH:13]=1)[C:24](=[O:26])[CH3:25])[CH3:2]. The catalyst class is: 49. (3) Reactant: [C-]#N.[Na+].Cl[C:5]1[N:10]=[C:9]([C:11]2[CH:16]=[C:15]([C:17]([CH3:20])([CH3:19])[CH3:18])[CH:14]=[C:13]([C:21]([CH3:24])([CH3:23])[CH3:22])[CH:12]=2)[C:8]([CH:25]=[C:26]2[CH2:31][CH2:30][CH2:29][CH2:28][CH2:27]2)=[CH:7][N:6]=1.C1N2CC[N:34](CC2)[CH2:33]1. Product: [C:26]1(=[CH:25][C:8]2[C:9]([C:11]3[CH:16]=[C:15]([C:17]([CH3:20])([CH3:19])[CH3:18])[CH:14]=[C:13]([C:21]([CH3:24])([CH3:23])[CH3:22])[CH:12]=3)=[N:10][C:5]([C:33]#[N:34])=[N:6][CH:7]=2)[CH2:31][CH2:30][CH2:29][CH2:28][CH2:27]1. The catalyst class is: 58. (4) Reactant: Cl[C:2]1[C:3]2[C:4](=[CH:16][N:17](CC3C=CC(OC)=CC=3)[N:18]=2)[N:5]=[C:6]([C:8]2[CH:13]=[CH:12][CH:11]=[C:10]([O:14][CH3:15])[CH:9]=2)[N:7]=1.[CH3:28][N:29]1[CH2:34][CH2:33][N:32]([C:35]2[CH:41]=[CH:40][C:38]([NH2:39])=[CH:37][CH:36]=2)[CH2:31][CH2:30]1.Cl. Product: [CH3:15][O:14][C:10]1[CH:9]=[C:8]([C:6]2[N:7]=[C:2]([NH:39][C:38]3[CH:37]=[CH:36][C:35]([N:32]4[CH2:31][CH2:30][N:29]([CH3:28])[CH2:34][CH2:33]4)=[CH:41][CH:40]=3)[C:3]3[NH:18][N:17]=[CH:16][C:4]=3[N:5]=2)[CH:13]=[CH:12][CH:11]=1. The catalyst class is: 71. (5) Reactant: C(O)(=O)C.[Si]([O:12][CH2:13][CH2:14][CH2:15][N:16]([CH3:24])[C:17](=[O:23])[O:18][C:19]([CH3:22])([CH3:21])[CH3:20])(C(C)(C)C)(C)C.CCOC(C)=O.CCCCCC. Product: [C:19]([O:18][C:17](=[O:23])[N:16]([CH2:15][CH2:14][CH2:13][OH:12])[CH3:24])([CH3:22])([CH3:20])[CH3:21]. The catalyst class is: 90. (6) Reactant: C([N:8]1[CH2:17][CH2:16][C:15]2[C:14]([NH:18][C:19]3[CH:20]=[N:21][C:22]([C:25]([F:28])([F:27])[F:26])=[CH:23][CH:24]=3)=[N:13][CH:12]=[N:11][C:10]=2[CH2:9]1)C1C=CC=CC=1. Product: [F:27][C:25]([F:26])([F:28])[C:22]1[N:21]=[CH:20][C:19]([NH:18][C:14]2[C:15]3[CH2:16][CH2:17][NH:8][CH2:9][C:10]=3[N:11]=[CH:12][N:13]=2)=[CH:24][CH:23]=1. The catalyst class is: 293.